This data is from Forward reaction prediction with 1.9M reactions from USPTO patents (1976-2016). The task is: Predict the product of the given reaction. The product is: [F:1][C:2]1[CH:7]=[CH:6][CH:5]=[C:4]([F:8])[C:3]=1[N:9]1[C:14]2[N:15]=[C:16]([NH:49][CH2:48][C:44]3[NH:43][CH:47]=[CH:46][N:45]=3)[N:17]=[C:18]([C:19]3[CH:20]=[C:21]([CH:25]=[CH:26][C:27]=3[CH3:28])[C:22]([NH:40][CH2:39][CH2:38][C:32]3[CH:37]=[CH:36][CH:35]=[CH:34][CH:33]=3)=[O:24])[C:13]=2[CH:12]=[CH:11][C:10]1=[O:31]. Given the reactants [F:1][C:2]1[CH:7]=[CH:6][CH:5]=[C:4]([F:8])[C:3]=1[N:9]1[C:14]2[N:15]=[C:16](SC)[N:17]=[C:18]([C:19]3[CH:20]=[C:21]([CH:25]=[CH:26][C:27]=3[CH3:28])[C:22]([OH:24])=O)[C:13]=2[CH:12]=[CH:11][C:10]1=[O:31].[C:32]1([CH2:38][CH2:39][NH2:40])[CH:37]=[CH:36][CH:35]=[CH:34][CH:33]=1.Cl.Cl.[NH:43]1[CH:47]=[CH:46][N:45]=[C:44]1[CH2:48][NH2:49], predict the reaction product.